Dataset: NCI-60 drug combinations with 297,098 pairs across 59 cell lines. Task: Regression. Given two drug SMILES strings and cell line genomic features, predict the synergy score measuring deviation from expected non-interaction effect. (1) Drug 1: CC1=C(C=C(C=C1)NC2=NC=CC(=N2)N(C)C3=CC4=NN(C(=C4C=C3)C)C)S(=O)(=O)N.Cl. Drug 2: C1=C(C(=O)NC(=O)N1)N(CCCl)CCCl. Cell line: MCF7. Synergy scores: CSS=26.1, Synergy_ZIP=6.52, Synergy_Bliss=5.68, Synergy_Loewe=-5.47, Synergy_HSA=3.31. (2) Drug 1: CC(C)NC(=O)C1=CC=C(C=C1)CNNC.Cl. Drug 2: CC1C(C(CC(O1)OC2CC(CC3=C2C(=C4C(=C3O)C(=O)C5=C(C4=O)C(=CC=C5)OC)O)(C(=O)CO)O)N)O.Cl. Cell line: NCI-H522. Synergy scores: CSS=64.0, Synergy_ZIP=9.81, Synergy_Bliss=12.3, Synergy_Loewe=-19.7, Synergy_HSA=9.58. (3) Drug 1: CC1C(C(CC(O1)OC2CC(OC(C2O)C)OC3=CC4=CC5=C(C(=O)C(C(C5)C(C(=O)C(C(C)O)O)OC)OC6CC(C(C(O6)C)O)OC7CC(C(C(O7)C)O)OC8CC(C(C(O8)C)O)(C)O)C(=C4C(=C3C)O)O)O)O. Drug 2: C1=NNC2=C1C(=O)NC=N2. Cell line: A498. Synergy scores: CSS=8.85, Synergy_ZIP=-1.66, Synergy_Bliss=-4.34, Synergy_Loewe=-38.6, Synergy_HSA=-4.30.